Dataset: Experimentally validated miRNA-target interactions with 360,000+ pairs, plus equal number of negative samples. Task: Binary Classification. Given a miRNA mature sequence and a target amino acid sequence, predict their likelihood of interaction. (1) The miRNA is hsa-miR-151b with sequence UCGAGGAGCUCACAGUCU. The protein sequence of the target gene is MLRWLIGGGREPQGLAEKAALQTIGEDQGQNPYTELLVLEAHRDIVRFLVRLDDFRFASAGDDGIIVVWNAQTGEKLLELRGHTQKITAVIAFPPLDSCEASSQLLLTASADRTVGVWDCDTGRQIQRVTCFQSTVKCLTVLQRLDIWLSGGSDLGVWNRKLDLLCKTSHLSDTGISALVEIPGNCVAAAVGRELIIFRLVTPTEELPEWDIIEVKRLLDHQDNILSLANINDTGFVTGSHVGELLIWDALDWTVQACERTFWSPTAQLDAQQEIKLFQKQNDISINHFTCDEENIFAAV.... Result: 0 (no interaction). (2) The miRNA is hsa-miR-124-5p with sequence CGUGUUCACAGCGGACCUUGAU. The protein sequence of the target gene is MNPEKDFAPLTPNIVRALNDKLYEKRKVAALEIEKLVREFVAQNNTVQIKHVIQTLSQEFALSQHPHSRKGGLIGLAACSIALGKDSGLYLKELIEPVLTCFNDADSRLRYYACEALYNIVKVARGAVLPHFNVLFDGLSKLAADPDPNVKSGSELLDRLLKDIVTESNKFDLVSFIPLLRERIYSNNQYARQFIISWILVLESVPDINLLDYLPEILDGLFQILGDNGKEIRKMCEVVLGEFLKEIKKNPSSVKFAEMANILVIHCQTTDDLIQLTAMCWMREFIQLAGRVMLPYSSGI.... Result: 1 (interaction). (3) The miRNA is hsa-miR-510-5p with sequence UACUCAGGAGAGUGGCAAUCAC. The protein sequence of the target gene is MCSTMSAPTCLAHLPPCFLLLALVLVPSDASGQSSRNDWQVLQPEGPMLVAEGETLLLRCMVVGSCTDGMIKWVKVSTQDQQEIYNFKRGSFPGVMPMIQRTSEPLNCDYSIYIHNVTREHTGTYHCVRFDGLSEHSEMKSDEGTSVLVKGAGDPEPDLWIIQPQELVLGTTGDTVFLNCTVLGDGPPGPIRWFQGAGLSREAIYNFGGISHPKETAVQASNNDFSILLQNVSSEDAGTYYCVKFQRKPNRQYLSGQGTSLKVKAKSTSSKEAEFTSEPATEMSPTGLLVVFAPVVLGLK.... Result: 1 (interaction). (4) The miRNA is hsa-miR-6501-3p with sequence CCAGAGCAGCCUGCGGUAACAGU. The protein sequence of the target gene is MAPAMQPAEIQFAQRLASSEKGIRDRAVKKLRQYISVKTQRETGGFSQEELLKIWKGLFYCMWVQDEPLLQEELANTIAQLVHAVNNSAAQHLFIQTFWQTMNREWKGIDRLRLDKYYMLIRLVLRQSFEVLKRNGWEESRIKVFLDVLMKEVLCPESQSPNGVRFHFIDIYLDELSKVGGKELLADQNLKFIDPFCKIAAKTKDHTLVQTIARGVFEAIVDQSPFVPEETMEEQKTKVGDGDLSAEEIPENEVSLRRAVSKKKTALGKNHSRKDGLSDERGRDDCGTFEDTGPLLQFDY.... Result: 0 (no interaction).